Dataset: Retrosynthesis with 50K atom-mapped reactions and 10 reaction types from USPTO. Task: Predict the reactants needed to synthesize the given product. (1) Given the product CC(=O)N(c1ccc(C(C)C)cc1)c1ccc(C(C)C)cc1, predict the reactants needed to synthesize it. The reactants are: CC(=O)Nc1ccc(C(C)C)cc1.CC(C)c1ccc(I)cc1. (2) Given the product COC(=O)c1cc(C)nc(NC(C)=O)c1, predict the reactants needed to synthesize it. The reactants are: CC(N)=O.COC(=O)c1cc(C)nc(Cl)c1. (3) Given the product CN(C)CC[C@H](N)C(N)=O, predict the reactants needed to synthesize it. The reactants are: CN(C)CC[C@H](NC(=O)OC(C)(C)C)C(N)=O. (4) Given the product CNc1ncc2c(-c3ccc(C)cc3)nn(CC3CCC(N)CC3)c2n1, predict the reactants needed to synthesize it. The reactants are: CNc1ncc2c(-c3ccc(C)cc3)nn(CC3CCC(NC(=O)OC(C)(C)C)CC3)c2n1. (5) Given the product O=C(NC1CC1)c1ccc(OCc2conc2-c2ccccn2)nn1, predict the reactants needed to synthesize it. The reactants are: NC1CC1.O=C(O)c1ccc(OCc2conc2-c2ccccn2)nn1. (6) The reactants are: COCCn1ccc(NC(=O)c2nc(C)ccc2N)n1.Fc1ccnc(Cl)c1. Given the product COCCn1ccc(NC(=O)c2nc(C)ccc2Nc2cc(F)ccn2)n1, predict the reactants needed to synthesize it.